Dataset: Forward reaction prediction with 1.9M reactions from USPTO patents (1976-2016). Task: Predict the product of the given reaction. Given the reactants Cl[C:2](=[O:8])[C:3]([O:5][CH2:6][CH3:7])=[O:4].[NH:9]1[C:17]2[C:12](=[N:13][CH:14]=[CH:15][CH:16]=2)[CH:11]=[CH:10]1.[Cl-].[Al+3].[Cl-].[Cl-], predict the reaction product. The product is: [O:8]=[C:2]([C:11]1[C:12]2=[N:13][CH:14]=[CH:15][CH:16]=[C:17]2[NH:9][CH:10]=1)[C:3]([O:5][CH2:6][CH3:7])=[O:4].